From a dataset of Reaction yield outcomes from USPTO patents with 853,638 reactions. Predict the reaction yield, written as a fraction of the theoretical maximum amount of product (1.0 means a 100% yield; for example, 0.34 means a 34% yield). (1) The yield is 0.740. The catalyst is C1COCC1. The reactants are [Cl:1][CH2:2][S:3]([N:6]([CH2:13][CH2:14][CH2:15][N:16]([CH3:18])[CH3:17])[CH:7]1[CH2:12][CH2:11][NH:10][CH2:9][CH2:8]1)(=[O:5])=[O:4].[F:19][CH:20]([F:50])[C:21]1[N:25]([C:26]2[N:31]=[C:30]([N:32]3[CH2:37][CH2:36][O:35][CH2:34][CH2:33]3)[N:29]=[C:28](N3CCNCC3)[N:27]=2)[C:24]2[CH:44]=[CH:45][CH:46]=[C:47]([O:48][CH3:49])[C:23]=2[N:22]=1.CCN(C(C)C)C(C)C.C(Cl)Cl.CO. The product is [Cl:1][CH2:2][S:3]([N:6]([CH:7]1[CH2:12][CH2:11][N:10]([C:28]2[N:27]=[C:26]([N:25]3[C:24]4[CH:44]=[CH:45][CH:46]=[C:47]([O:48][CH3:49])[C:23]=4[N:22]=[C:21]3[CH:20]([F:50])[F:19])[N:31]=[C:30]([N:32]3[CH2:33][CH2:34][O:35][CH2:36][CH2:37]3)[N:29]=2)[CH2:9][CH2:8]1)[CH2:13][CH2:14][CH2:15][N:16]([CH3:17])[CH3:18])(=[O:4])=[O:5]. (2) The reactants are [C:1]([O:5][C:6]([N:8]([CH:36]1[CH2:41][CH2:40][O:39][CH2:38][CH2:37]1)[CH2:9][CH2:10][NH:11][C:12]1[N:17]2[N:18]=[C:19]([CH3:34])[C:20]([C:21]3[C:26]([Cl:27])=[CH:25][C:24](OS(C)(=O)=O)=[CH:23][C:22]=3[Cl:33])=[C:16]2[N:15]=[C:14]([CH3:35])[CH:13]=1)=[O:7])([CH3:4])([CH3:3])[CH3:2].C(N(CC)CC)C.[CH3:49][Si:50]([C:53]#[CH:54])([CH3:52])[CH3:51]. The catalyst is C(#N)C.Cl[Pd](Cl)([P](C1C=CC=CC=1)(C1C=CC=CC=1)C1C=CC=CC=1)[P](C1C=CC=CC=1)(C1C=CC=CC=1)C1C=CC=CC=1.[Cu]I. The product is [C:1]([O:5][C:6](=[O:7])[N:8]([CH2:9][CH2:10][NH:11][C:12]1[N:17]2[N:18]=[C:19]([CH3:34])[C:20]([C:21]3[C:22]([Cl:33])=[CH:23][C:24]([C:54]#[C:53][Si:50]([CH3:52])([CH3:51])[CH3:49])=[CH:25][C:26]=3[Cl:27])=[C:16]2[N:15]=[C:14]([CH3:35])[CH:13]=1)[CH:36]1[CH2:37][CH2:38][O:39][CH2:40][CH2:41]1)([CH3:4])([CH3:2])[CH3:3]. The yield is 0.890. (3) The reactants are [CH3:1][S:2][C:3]1[CH:4]=[CH:5][C:6]([N+:10]([O-])=O)=[C:7]([CH:9]=1)[NH2:8]. The catalyst is C(O)(=O)C.[Zn]. The product is [CH3:1][S:2][C:3]1[CH:4]=[CH:5][C:6]([NH2:10])=[C:7]([NH2:8])[CH:9]=1. The yield is 1.00. (4) The reactants are [C:1]([O:5][C:6]1[CH:7]=[C:8]([CH:11]=[CH:12][CH:13]=1)[CH:9]=O)([CH3:4])([CH3:3])[CH3:2].[O:14]([C:21]1[CH:22]=[C:23]([CH:25]=[CH:26][CH:27]=1)[NH2:24])[C:15]1[CH:20]=[CH:19][CH:18]=[CH:17][CH:16]=1.[BH-](OC(C)=O)(OC(C)=O)OC(C)=O.[Na+].C(O)(=O)C. The catalyst is C1COCC1.CCCCCC.C(OCC)(=O)C. The product is [O:14]([C:21]1[CH:22]=[C:23]([NH:24][CH2:9][C:8]2[CH:11]=[CH:12][CH:13]=[C:6]([O:5][C:1]([CH3:4])([CH3:3])[CH3:2])[CH:7]=2)[CH:25]=[CH:26][CH:27]=1)[C:15]1[CH:16]=[CH:17][CH:18]=[CH:19][CH:20]=1. The yield is 0.400. (5) The reactants are C[Si]([C:5]#[N:6])(C)C.[C:7]1([CH2:19]O)[CH:8]=[N:9][N:10]2[CH:15]=[CH:14][C:13]3[O:16][CH:17]=[CH:18][C:12]=3[C:11]=12. The catalyst is ClCCl.C(=O)([O-])O.[Na+]. The product is [C:7]1([CH2:19][C:5]#[N:6])[CH:8]=[N:9][N:10]2[CH:15]=[CH:14][C:13]3[O:16][CH:17]=[CH:18][C:12]=3[C:11]=12. The yield is 0.550. (6) The reactants are [C:1]1([CH:7]2[O:11][C:10](=[O:12])[NH:9][CH2:8]2)[CH:6]=[CH:5][CH:4]=[CH:3][CH:2]=1.[H-].[Na+].[O:15]1[CH:19]=[CH:18][C:17]([C:20]2[CH:21]=[C:22]([C:35]([F:38])([F:37])[F:36])[C:23]3[N:24]([CH:26]=[C:27]([CH2:29]OS(C)(=O)=O)[N:28]=3)[CH:25]=2)=[CH:16]1.O. The catalyst is CN(C=O)C.CCOC(C)=O. The product is [O:15]1[CH:19]=[CH:18][C:17]([C:20]2[CH:21]=[C:22]([C:35]([F:37])([F:36])[F:38])[C:23]3[N:24]([CH:26]=[C:27]([CH2:29][N:9]4[CH2:8][CH:7]([C:1]5[CH:2]=[CH:3][CH:4]=[CH:5][CH:6]=5)[O:11][C:10]4=[O:12])[N:28]=3)[CH:25]=2)=[CH:16]1. The yield is 0.250.